From a dataset of Forward reaction prediction with 1.9M reactions from USPTO patents (1976-2016). Predict the product of the given reaction. (1) Given the reactants [CH3:1][O:2][C:3]1[CH:29]=[C:28]([O:30][CH3:31])[CH:27]=[CH:26][C:4]=1[CH2:5][N:6]1[C:9](=[O:10])[C@@H:8]([NH:11][C:12](=[O:21])[O:13][CH2:14][C:15]2[CH:20]=[CH:19][CH:18]=[CH:17][CH:16]=2)[C@H:7]1/[CH:22]=[CH:23]/[O:24]C.Cl, predict the reaction product. The product is: [CH3:1][O:2][C:3]1[CH:29]=[C:28]([O:30][CH3:31])[CH:27]=[CH:26][C:4]=1[CH2:5][N:6]1[C@H:7]([CH2:22][CH:23]=[O:24])[C@H:8]([NH:11][C:12](=[O:21])[O:13][CH2:14][C:15]2[CH:20]=[CH:19][CH:18]=[CH:17][CH:16]=2)[C:9]1=[O:10]. (2) Given the reactants [F:1][C:2]1[CH:7]=[C:6]([F:8])[CH:5]=[CH:4][C:3]=1[C:9]1[C:10]2[CH:22]=[CH:21][C:20](=[O:23])[N:19]([C:24]3[CH:29]=[CH:28][CH:27]=[CH:26][C:25]=3[F:30])[C:11]=2[N:12]=[C:13](S(C)(=O)=O)[N:14]=1.[CH2:31]([NH2:34])[CH2:32][NH2:33], predict the reaction product. The product is: [NH2:33][CH2:32][CH2:31][NH:34][C:13]1[N:14]=[C:9]([C:3]2[CH:4]=[CH:5][C:6]([F:8])=[CH:7][C:2]=2[F:1])[C:10]2[CH:22]=[CH:21][C:20](=[O:23])[N:19]([C:24]3[CH:29]=[CH:28][CH:27]=[CH:26][C:25]=3[F:30])[C:11]=2[N:12]=1. (3) Given the reactants [C:1]([C:3]1[CH:4]=[C:5]2[C:9](=[CH:10][CH:11]=1)[NH:8][CH:7]=[C:6]2[CH2:12][CH2:13][CH2:14][CH2:15][N:16]1[CH2:21][CH2:20][N:19]([C:22]2[CH:23]=[CH:24][C:25]3[O:29][C:28]([C:30]([O:32]CC)=O)=[CH:27][C:26]=3[CH:35]=2)[CH2:18][CH2:17]1)#[N:2].[NH3:36].CO, predict the reaction product. The product is: [C:1]([C:3]1[CH:4]=[C:5]2[C:9](=[CH:10][CH:11]=1)[NH:8][CH:7]=[C:6]2[CH2:12][CH2:13][CH2:14][CH2:15][N:16]1[CH2:21][CH2:20][N:19]([C:22]2[CH:23]=[CH:24][C:25]3[O:29][C:28]([C:30]([NH2:36])=[O:32])=[CH:27][C:26]=3[CH:35]=2)[CH2:18][CH2:17]1)#[N:2]. (4) The product is: [NH2:26][C:8]1[N:7]=[C:6]([O:5][CH2:1][CH2:2][CH2:3][CH3:4])[N:14]=[C:13]2[C:9]=1[NH:10][C:11](=[O:24])[N:12]2[CH2:15][CH2:16][CH2:17][CH:18]1[CH2:23][CH2:22][N:21]([CH:28]2[CH2:32][CH2:31][CH2:30][CH2:29]2)[CH2:20][CH2:19]1. Given the reactants [CH2:1]([O:5][C:6]1[N:14]=[C:13]2[C:9]([N:10]=[C:11]([O:24]C)[N:12]2[CH2:15][CH2:16][CH2:17][CH:18]2[CH2:23][CH2:22][NH:21][CH2:20][CH2:19]2)=[C:8]([NH2:26])[N:7]=1)[CH2:2][CH2:3][CH3:4].I[CH:28]1[CH2:32][CH2:31][CH2:30][CH2:29]1, predict the reaction product. (5) Given the reactants [CH:1]([C:3]1[CH:4]=[C:5]([C:9]2[CH:14]=[CH:13][CH:12]=[C:11]([C:15]([NH:17][CH2:18][CH2:19][N:20]3[CH2:24][CH2:23][CH2:22][CH2:21]3)=[O:16])[CH:10]=2)[CH:6]=[CH:7][CH:8]=1)=O.[NH2:25][CH2:26][CH2:27][C:28]1[CH:33]=[CH:32][C:31]([S:34]([NH2:37])(=[O:36])=[O:35])=[CH:30][CH:29]=1, predict the reaction product. The product is: [NH2:37][S:34]([C:31]1[CH:30]=[CH:29][C:28]([CH2:27][CH2:26][NH:25][CH2:1][C:3]2[CH:4]=[C:5]([C:9]3[CH:14]=[CH:13][CH:12]=[C:11]([C:15]([NH:17][CH2:18][CH2:19][N:20]4[CH2:24][CH2:23][CH2:22][CH2:21]4)=[O:16])[CH:10]=3)[CH:6]=[CH:7][CH:8]=2)=[CH:33][CH:32]=1)(=[O:35])=[O:36]. (6) Given the reactants [Cl:1][C:2]1[CH:10]=[CH:9][N:8]=[C:7]2[C:3]=1[CH:4]=[CH:5][NH:6]2.[CH2:11]=O.Cl.[CH3:14][NH:15][CH3:16], predict the reaction product. The product is: [Cl:1][C:2]1[CH:10]=[CH:9][N:8]=[C:7]2[NH:6][CH:5]=[C:4]([CH2:14][N:15]([CH3:11])[CH3:16])[C:3]=12.